Task: Regression/Classification. Given a drug SMILES string, predict its absorption, distribution, metabolism, or excretion properties. Task type varies by dataset: regression for continuous measurements (e.g., permeability, clearance, half-life) or binary classification for categorical outcomes (e.g., BBB penetration, CYP inhibition). For this dataset (solubility_aqsoldb), we predict Y.. Dataset: Aqueous solubility values for 9,982 compounds from the AqSolDB database The molecule is O=C1Cc2c(ccc3ccccc23)O1. The Y is -2.71 log mol/L.